This data is from HIV replication inhibition screening data with 41,000+ compounds from the AIDS Antiviral Screen. The task is: Binary Classification. Given a drug SMILES string, predict its activity (active/inactive) in a high-throughput screening assay against a specified biological target. (1) The result is 0 (inactive). The compound is Cc1noc(NS(=O)(=O)c2ccc(N=c3c4ccccc4n(C)c4ccccc34)cc2)c1C. (2) The compound is O=C1OCCN1CCO. The result is 0 (inactive). (3) The compound is CCCCCCCCCCCCC(CC)CCCCC(=O)O. The result is 0 (inactive). (4) The molecule is Nc1ccc(C=Cc2ccc(NC(=O)c3cc(S(=O)(=O)O)c4cccnc4c3O)cc2S(=O)(=O)O)c(S(=O)(=O)O)c1.[NaH]. The result is 1 (active). (5) The drug is S=C1NC(c2ccccc2)=NC(Cc2ccccc2)(c2ccccc2)N1c1ccccc1. The result is 0 (inactive).